Dataset: Forward reaction prediction with 1.9M reactions from USPTO patents (1976-2016). Task: Predict the product of the given reaction. (1) Given the reactants Cl[C:2]1[CH:7]=[CH:6][C:5]([N:8]2[C:12]([C:13]3[C:18]([F:19])=[CH:17][C:16](F)=[CH:15][C:14]=3[F:21])=[C:11]([Cl:22])[N:10]=[C:9]2[CH3:23])=[CH:4][N:3]=1.[CH3:24][O-:25].[Na+].[C:27](OCC)(=[O:29])C.O, predict the reaction product. The product is: [Cl:22][C:11]1[N:10]=[C:9]([CH3:23])[N:8]([C:5]2[CH:6]=[CH:7][C:2]([O:25][CH3:24])=[N:3][CH:4]=2)[C:12]=1[C:13]1[C:18]([F:19])=[CH:17][C:16]([O:29][CH3:27])=[CH:15][C:14]=1[F:21]. (2) The product is: [N:16]1[CH:17]=[CH:18][C:13]([NH:12][C:1](=[O:11])[CH:2]=[CH:3][C:4]2[CH:5]=[CH:6][CH:7]=[CH:8][CH:9]=2)=[CH:14][CH:15]=1. Given the reactants [C:1]([OH:11])(=O)/[CH:2]=[CH:3]/[C:4]1[CH:9]=[CH:8][CH:7]=[CH:6][CH:5]=1.[NH2:12][C:13]1[CH:18]=[CH:17][N:16]=[CH:15][CH:14]=1.C1CCC(N=C=NC2CCCCC2)CC1, predict the reaction product. (3) Given the reactants [CH3:1][O:2][CH2:3][C:4]([C:6]1[C:11]([OH:12])=[C:10]([CH2:13][CH:14]=[C:15]([CH3:17])[CH3:16])[C:9]([OH:18])=[C:8]([CH2:19][CH:20]=[C:21]([CH3:23])[CH3:22])[C:7]=1[OH:24])=[O:5].C(=O)([O-])[O-].[K+].[K+].[F:31][C:32]1[CH:33]=[C:34]([CH:38]=[CH:39][C:40]=1[O:41][CH3:42])[C:35](Cl)=O, predict the reaction product. The product is: [F:31][C:32]1[CH:33]=[C:34]([C:35]2[O:24][C:7]3[C:8]([CH2:19][CH:20]=[C:21]([CH3:23])[CH3:22])=[C:9]([OH:18])[C:10]([CH2:13][CH:14]=[C:15]([CH3:17])[CH3:16])=[C:11]([OH:12])[C:6]=3[C:4](=[O:5])[C:3]=2[O:2][CH3:1])[CH:38]=[CH:39][C:40]=1[O:41][CH3:42]. (4) Given the reactants CC1(C)[O:6][C:5](=[CH:7][C:8]([N:10]([O:22][CH3:23])[CH2:11][C:12]2[CH:17]=[CH:16][C:15]([C:18]([F:21])([F:20])[F:19])=[CH:14][CH:13]=2)=[O:9])[C:4](=[O:24])O1.C=O.[CH3:28][NH2:29].[CH3:30]O, predict the reaction product. The product is: [CH3:23][O:22][N:10]([CH2:11][C:12]1[CH:13]=[CH:14][C:15]([C:18]([F:19])([F:20])[F:21])=[CH:16][CH:17]=1)[C:8]([C:7]1[CH2:28][N:29]([CH3:30])[C:4](=[O:24])[C:5]=1[OH:6])=[O:9]. (5) Given the reactants Cl.[N:2]1([C:8]2[C:16]3[C:11](=[CH:12][CH:13]=[CH:14][CH:15]=3)[NH:10][N:9]=2)[CH2:7][CH2:6][NH:5][CH2:4][CH2:3]1.Cl[CH2:18][CH2:19][C:20]1[CH:21]=[C:22]2[C:27](=[CH:28][CH:29]=1)[NH:26][C:25](=[O:30])[CH:24]([CH3:31])[CH2:23]2.CO, predict the reaction product. The product is: [NH:10]1[C:11]2[C:16](=[CH:15][CH:14]=[CH:13][CH:12]=2)[C:8]([N:2]2[CH2:7][CH2:6][N:5]([CH2:18][CH2:19][C:20]3[CH:21]=[C:22]4[C:27](=[CH:28][CH:29]=3)[NH:26][C:25](=[O:30])[CH:24]([CH3:31])[CH2:23]4)[CH2:4][CH2:3]2)=[N:9]1.